Dataset: Catalyst prediction with 721,799 reactions and 888 catalyst types from USPTO. Task: Predict which catalyst facilitates the given reaction. (1) Product: [CH2:1]([N:4]([C:38]1[S:39][CH:40]=[CH:41][N:42]=1)[S:5]([C:8]1[CH:9]=[CH:10][C:11]([N:14]2[CH2:18][CH2:17][C@@H:16]([OH:19])[C:15]2=[O:37])=[CH:12][CH:13]=1)(=[O:7])=[O:6])[CH:2]=[CH2:3]. The catalyst class is: 6. Reactant: [CH2:1]([N:4]([C:38]1[S:39][CH:40]=[CH:41][N:42]=1)[S:5]([C:8]1[CH:13]=[CH:12][C:11]([N:14]2[CH2:18][CH2:17][C@@H:16]([O:19][Si](C(C)(C)C)(C3C=CC=CC=3)C3C=CC=CC=3)[C:15]2=[O:37])=[CH:10][CH:9]=1)(=[O:7])=[O:6])[CH:2]=[CH2:3].C1COCC1.[F-].C([N+](CCCC)(CCCC)CCCC)CCC. (2) Reactant: [Cl:1][C:2]1[CH:14]=[CH:13][CH:12]=[CH:11][C:3]=1[CH2:4][C:5]1[S:9][C:8]([NH2:10])=[N:7][CH:6]=1.[CH3:15][O:16][C:17]1[CH:22]=[CH:21][C:20]([C:23]2([C:28](O)=[O:29])[CH2:27][CH2:26][CH2:25][CH2:24]2)=[CH:19][CH:18]=1.C(N(CC)CC)C.F[P-](F)(F)(F)(F)F.N1(OC(N(C)C)=[N+](C)C)C2N=CC=CC=2N=N1. Product: [Cl:1][C:2]1[CH:14]=[CH:13][CH:12]=[CH:11][C:3]=1[CH2:4][C:5]1[S:9][C:8]([NH:10][C:28]([C:23]2([C:20]3[CH:19]=[CH:18][C:17]([O:16][CH3:15])=[CH:22][CH:21]=3)[CH2:24][CH2:25][CH2:26][CH2:27]2)=[O:29])=[N:7][CH:6]=1. The catalyst class is: 9. (3) Reactant: [I-].[CH2:2]([N+:9]1[CH:14]=[CH:13][CH:12]=[C:11]([C:15]([NH2:17])=O)[CH:10]=1)[C:3]1[CH:8]=[CH:7][CH:6]=[CH:5][CH:4]=1.C(=O)([O-])[O-:19].[Na+].[Na+].S(S([O-])=O)([O-])=O.[Na+].[Na+]. Product: [CH2:2]([NH:9][C:10](=[O:19])[C:11]1[CH2:12][CH:13]=[CH:14][NH:17][CH:15]=1)[C:3]1[CH:4]=[CH:5][CH:6]=[CH:7][CH:8]=1. The catalyst class is: 6. (4) Reactant: FC(F)(F)C(O)=O.[CH:8]([N:11]1[C:15]([C:16]2[N:17]=[C:18]3[C:24]4[CH:25]=[CH:26][C:27]([N:29]5[CH2:33][CH2:32][CH2:31][C@H:30]5[C:34]([O:36]C(C)(C)C)=[O:35])=[CH:28][C:23]=4[O:22][CH2:21][CH2:20][N:19]3[CH:41]=2)=[N:14][CH:13]=[N:12]1)([CH3:10])[CH3:9].C([SiH](CC)CC)C. Product: [CH:8]([N:11]1[C:15]([C:16]2[N:17]=[C:18]3[C:24]4[CH:25]=[CH:26][C:27]([N:29]5[CH2:33][CH2:32][CH2:31][C@H:30]5[C:34]([OH:36])=[O:35])=[CH:28][C:23]=4[O:22][CH2:21][CH2:20][N:19]3[CH:41]=2)=[N:14][CH:13]=[N:12]1)([CH3:10])[CH3:9]. The catalyst class is: 4.